This data is from Reaction yield outcomes from USPTO patents with 853,638 reactions. The task is: Predict the reaction yield, written as a fraction of the theoretical maximum amount of product (1.0 means a 100% yield; for example, 0.34 means a 34% yield). (1) The reactants are [OH:1][CH2:2][CH2:3][NH:4][C:5]([C:7]1[CH:12]=[CH:11][CH:10]=[C:9](Br)[N:8]=1)=[O:6].[CH3:14][O:15][C:16]1[CH:17]=[C:18](B(O)O)[CH:19]=[CH:20][C:21]=1[O:22][CH3:23].C(O)C.C([O-])([O-])=O.[Na+].[Na+]. The catalyst is COCCOC.[Pd].[Pd].C(=CC(C=CC1C=CC=CC=1)=O)C1C=CC=CC=1.C(=CC(C=CC1C=CC=CC=1)=O)C1C=CC=CC=1.C(=CC(C=CC1C=CC=CC=1)=O)C1C=CC=CC=1. The product is [OH:1][CH2:2][CH2:3][NH:4][C:5]([C:7]1[CH:12]=[CH:11][CH:10]=[C:9]([C:19]2[CH:18]=[CH:17][C:16]([O:15][CH3:14])=[C:21]([O:22][CH3:23])[CH:20]=2)[N:8]=1)=[O:6]. The yield is 0.690. (2) The reactants are C[O:2][C:3]1[CH:4]=[C:5]([CH:9]=[CH:10][CH:11]=1)[CH2:6][CH2:7][NH2:8]. The catalyst is Br. The product is [OH:2][C:3]1[CH:4]=[C:5]([CH:9]=[CH:10][CH:11]=1)[CH2:6][CH2:7][NH2:8]. The yield is 0.950. (3) The reactants are [CH2:1]([O:8][N:9]1[C:15](=[O:16])[N:14]2[CH2:17][C@H:10]1[CH2:11][CH2:12][C@H:13]2[C:18]([OH:20])=O)[C:2]1[CH:7]=[CH:6][CH:5]=[CH:4][CH:3]=1.[NH2:21][O:22][C@H:23]1[CH2:27][NH:26][C:25](=[O:28])[CH2:24]1.ON1C2C=CC=CC=2N=N1.Cl.C(N=C=NCCCN(C)C)C. The catalyst is C(Cl)Cl.CN(C)C1C=CN=CC=1. The product is [CH2:1]([O:8][N:9]1[C:15](=[O:16])[N:14]2[CH2:17][C@H:10]1[CH2:11][CH2:12][C@H:13]2[C:18]([NH:21][O:22][C@@H:23]1[CH2:24][C:25](=[O:28])[NH:26][CH2:27]1)=[O:20])[C:2]1[CH:3]=[CH:4][CH:5]=[CH:6][CH:7]=1. The yield is 0.820. (4) The reactants are [CH3:1][C:2]1[CH:7]=[CH:6][C:5]([S:8]([O:11][CH2:12][CH:13]2[CH2:17][C:16]3[CH:18]=[CH:19][CH:20]=[C:21](Br)[C:15]=3[O:14]2)(=[O:10])=[O:9])=[CH:4][CH:3]=1.[CH3:23][C:24]1[CH:29]=[CH:28][C:27]([CH3:30])=[CH:26][C:25]=1B(O)O. No catalyst specified. The product is [CH3:1][C:2]1[CH:7]=[CH:6][C:5]([S:8]([O:11][CH2:12][CH:13]2[CH2:17][C:16]3[CH:18]=[CH:19][CH:20]=[C:21]([C:25]4[CH:26]=[C:27]([CH3:30])[CH:28]=[CH:29][C:24]=4[CH3:23])[C:15]=3[O:14]2)(=[O:10])=[O:9])=[CH:4][CH:3]=1. The yield is 0.810. (5) The reactants are [Br:1][C:2]1[CH:16]=[C:15](/[CH:17]=[CH:18]/[CH:19]([C:24]2[CH:29]=[C:28]([Cl:30])[C:27]([Cl:31])=[C:26]([Cl:32])[CH:25]=2)[C:20]([F:23])([F:22])[F:21])[CH:14]=[CH:13][C:3]=1[C:4]([NH:6][CH:7]1[CH2:12][CH2:11][NH:10][CH2:9][CH2:8]1)=[O:5].C(N(CC)CC)C.Cl[CH2:41][CH2:42][OH:43]. The catalyst is C1COCC1.C(OCC)(=O)C. The product is [Br:1][C:2]1[CH:16]=[C:15](/[CH:17]=[CH:18]/[CH:19]([C:24]2[CH:25]=[C:26]([Cl:32])[C:27]([Cl:31])=[C:28]([Cl:30])[CH:29]=2)[C:20]([F:23])([F:21])[F:22])[CH:14]=[CH:13][C:3]=1[C:4]([NH:6][CH:7]1[CH2:12][CH2:11][N:10]([CH2:41][CH2:42][OH:43])[CH2:9][CH2:8]1)=[O:5]. The yield is 0.340. (6) The reactants are [NH2:1][C:2]1[CH:3]=[C:4]([C:8]2[CH:9]=[C:10]3[C:15](=[CH:16][CH:17]=2)[N:14]([CH3:18])[C:13](=[O:19])[CH2:12][CH2:11]3)[CH:5]=[N:6][CH:7]=1.C(N(CC)CC)C.[CH2:27]([S:29](Cl)(=[O:31])=[O:30])[CH3:28].O. The catalyst is C(Cl)Cl. The product is [CH3:18][N:14]1[C:15]2[C:10](=[CH:9][C:8]([C:4]3[CH:3]=[C:2]([NH:1][S:29]([CH2:27][CH3:28])(=[O:31])=[O:30])[CH:7]=[N:6][CH:5]=3)=[CH:17][CH:16]=2)[CH2:11][CH2:12][C:13]1=[O:19]. The yield is 0.230.